From a dataset of Peptide-MHC class II binding affinity with 134,281 pairs from IEDB. Regression. Given a peptide amino acid sequence and an MHC pseudo amino acid sequence, predict their binding affinity value. This is MHC class II binding data. (1) The peptide sequence is YWFAPGAGAAPLSWS. The MHC is HLA-DPA10201-DPB10501 with pseudo-sequence HLA-DPA10201-DPB10501. The binding affinity (normalized) is 0.0564. (2) The peptide sequence is AAATEGTTVYGAFAA. The MHC is HLA-DQA10401-DQB10402 with pseudo-sequence HLA-DQA10401-DQB10402. The binding affinity (normalized) is 0.520.